The task is: Regression. Given a peptide amino acid sequence and an MHC pseudo amino acid sequence, predict their binding affinity value. This is MHC class I binding data.. This data is from Peptide-MHC class I binding affinity with 185,985 pairs from IEDB/IMGT. The peptide sequence is TMRTPLFPW. The MHC is HLA-A26:01 with pseudo-sequence HLA-A26:01. The binding affinity (normalized) is 0.0847.